This data is from Full USPTO retrosynthesis dataset with 1.9M reactions from patents (1976-2016). The task is: Predict the reactants needed to synthesize the given product. Given the product [CH2:66]([N:2]([CH2:3][CH2:4][C:5]([N:7]1[CH2:16][CH2:15][C:14]2[C:9](=[CH:10][C:11]([O:19][CH3:20])=[C:12]([O:17][CH3:18])[CH:13]=2)[C:8]21[CH2:25][CH2:24][CH:23]([C:26]([N:28]1[CH2:33][CH2:32][N:31]([C:34]3[N:39]=[CH:38][N:37]=[C:36]4[N:40]([CH2:43][C:44]5[CH:49]=[CH:48][N:47]=[CH:46][CH:45]=5)[N:41]=[CH:42][C:35]=34)[CH2:30][CH2:29]1)=[O:27])[CH2:22][CH:21]2[CH:50]1[C:59]2[C:54](=[CH:55][C:56]([O:62][CH3:63])=[C:79]([O:81][CH3:84])[CH:80]=2)[CH2:53][CH2:52][N:51]1[CH2:64][CH3:65])=[O:6])[CH3:1])[CH3:67], predict the reactants needed to synthesize it. The reactants are: [CH3:1][NH:2][CH2:3][CH2:4][C:5]([N:7]1[CH2:16][CH2:15][C:14]2[C:9](=[CH:10][C:11]([O:19][CH3:20])=[C:12]([O:17][CH3:18])[CH:13]=2)[C:8]21[CH2:25][CH2:24][CH:23]([C:26]([N:28]1[CH2:33][CH2:32][N:31]([C:34]3[N:39]=[CH:38][N:37]=[C:36]4[N:40]([CH2:43][C:44]5[CH:49]=[CH:48][N:47]=[CH:46][CH:45]=5)[N:41]=[CH:42][C:35]=34)[CH2:30][CH2:29]1)=[O:27])[CH2:22][CH:21]2[CH:50]1[C:59]2[C:54](=[CH:55][C:56]([O:62][CH3:63])=C(OC)C=2)[CH2:53][CH2:52][N:51]1[CH2:64][CH3:65])=[O:6].[CH:66](=O)[CH3:67].C(O[BH-](O[C:79](=[O:81])[CH3:80])OC(=O)C)(=O)C.[Na+].Cl.[CH2:84](Cl)Cl.